Task: Predict the product of the given reaction.. Dataset: Forward reaction prediction with 1.9M reactions from USPTO patents (1976-2016) (1) Given the reactants [CH:1]1[C:5]([CH:6]=[O:7])=[CH:4][O:3][CH:2]=1.CNCCNC.[C:14](=[O:17])([O-])[O-:15].[K+].[K+].[CH2:20](Br)[C:21]1[CH:26]=[CH:25][CH:24]=[CH:23][CH:22]=1.Cl, predict the reaction product. The product is: [CH2:20]([O:15][C:14]([C:2]1[O:3][CH:4]=[C:5]([CH:6]=[O:7])[CH:1]=1)=[O:17])[C:21]1[CH:26]=[CH:25][CH:24]=[CH:23][CH:22]=1. (2) Given the reactants [Cl:1][C:2]1[C:10]2[N:9]=[C:8]3[N:11]([C:15]4[CH:20]=[CH:19][C:18]([Cl:21])=[CH:17][C:16]=4[Cl:22])[CH2:12][CH2:13][CH2:14][N:7]3[C:6]=2[C:5]([CH:23]([OH:28])[C:24]([F:27])([F:26])[F:25])=[CH:4][CH:3]=1.[H-].[Na+].I[CH3:32], predict the reaction product. The product is: [Cl:1][C:2]1[C:10]2[N:9]=[C:8]3[N:11]([C:15]4[CH:20]=[CH:19][C:18]([Cl:21])=[CH:17][C:16]=4[Cl:22])[CH2:12][CH2:13][CH2:14][N:7]3[C:6]=2[C:5]([CH:23]([O:28][CH3:32])[C:24]([F:25])([F:26])[F:27])=[CH:4][CH:3]=1. (3) The product is: [NH2:7][C:8]1[CH:13]=[CH:12][C:11]([O:14][C:15]2[CH:20]=[CH:19][C:18]([C:21]([NH:22][C:23]3[CH:28]=[CH:27][C:26]([C:29]([F:30])([F:32])[F:31])=[CH:25][N:24]=3)=[O:33])=[CH:17][C:16]=2[NH:34][C:35]2[C:36]3[CH:44]=[CH:43][C:42]([CH:45]([CH3:46])[CH3:47])=[N:41][C:37]=3[N:38]=[CH:39][N:40]=2)=[CH:10][CH:9]=1. Given the reactants C(OC(=O)[NH:7][C:8]1[CH:13]=[CH:12][C:11]([O:14][C:15]2[CH:20]=[CH:19][C:18]([C:21](=[O:33])[NH:22][C:23]3[CH:28]=[CH:27][C:26]([C:29]([F:32])([F:31])[F:30])=[CH:25][N:24]=3)=[CH:17][C:16]=2[NH:34][C:35]2[C:36]3[CH:44]=[CH:43][C:42]([CH:45]([CH3:47])[CH3:46])=[N:41][C:37]=3[N:38]=[CH:39][N:40]=2)=[CH:10][CH:9]=1)(C)(C)C, predict the reaction product.